Dataset: Peptide-MHC class I binding affinity with 185,985 pairs from IEDB/IMGT. Task: Regression. Given a peptide amino acid sequence and an MHC pseudo amino acid sequence, predict their binding affinity value. This is MHC class I binding data. The MHC is HLA-A68:02 with pseudo-sequence HLA-A68:02. The peptide sequence is GLSASDVDM. The binding affinity (normalized) is 0.